From a dataset of NCI-60 drug combinations with 297,098 pairs across 59 cell lines. Regression. Given two drug SMILES strings and cell line genomic features, predict the synergy score measuring deviation from expected non-interaction effect. (1) Drug 1: CN1C2=C(C=C(C=C2)N(CCCl)CCCl)N=C1CCCC(=O)O.Cl. Drug 2: C1CCC(C(C1)N)N.C(=O)(C(=O)[O-])[O-].[Pt+4]. Cell line: 786-0. Synergy scores: CSS=22.7, Synergy_ZIP=-4.74, Synergy_Bliss=5.96, Synergy_Loewe=-15.4, Synergy_HSA=5.08. (2) Drug 1: C1=CC(=CC=C1CCCC(=O)O)N(CCCl)CCCl. Drug 2: CC1=C(C(CCC1)(C)C)C=CC(=CC=CC(=CC(=O)O)C)C. Cell line: HCT-15. Synergy scores: CSS=14.1, Synergy_ZIP=-10.1, Synergy_Bliss=-7.81, Synergy_Loewe=-9.08, Synergy_HSA=-8.45. (3) Drug 1: C1CN1C2=NC(=NC(=N2)N3CC3)N4CC4. Drug 2: CC1=C(N=C(N=C1N)C(CC(=O)N)NCC(C(=O)N)N)C(=O)NC(C(C2=CN=CN2)OC3C(C(C(C(O3)CO)O)O)OC4C(C(C(C(O4)CO)O)OC(=O)N)O)C(=O)NC(C)C(C(C)C(=O)NC(C(C)O)C(=O)NCCC5=NC(=CS5)C6=NC(=CS6)C(=O)NCCC[S+](C)C)O. Cell line: HL-60(TB). Synergy scores: CSS=52.8, Synergy_ZIP=7.91, Synergy_Bliss=14.8, Synergy_Loewe=-4.56, Synergy_HSA=5.72. (4) Drug 1: CC1CCC2CC(C(=CC=CC=CC(CC(C(=O)C(C(C(=CC(C(=O)CC(OC(=O)C3CCCCN3C(=O)C(=O)C1(O2)O)C(C)CC4CCC(C(C4)OC)O)C)C)O)OC)C)C)C)OC. Drug 2: C1CN(CCN1C(=O)CCBr)C(=O)CCBr. Cell line: SF-539. Synergy scores: CSS=22.3, Synergy_ZIP=-1.65, Synergy_Bliss=2.11, Synergy_Loewe=0.589, Synergy_HSA=3.66.